Dataset: Human Reference Interactome with 51,813 positive PPI pairs across 8,248 proteins, plus equal number of experimentally-validated negative pairs. Task: Binary Classification. Given two protein amino acid sequences, predict whether they physically interact or not. (1) Protein 1 (ENSG00000107882) has sequence MAELRPSGAPGPTAPPAPGPTAPPAFASLFPPGLHAIYGECRRLYPDQPNPLQVTAIVKYWLGGPDPLDYVSMYRNVGSPSANIPEHWHYISFGLSDLYGDNRVHEFTGTDGPSGFGFELTFRLKRETGESAPPTWPAELMQGLARYVFQSENTFCSGDHVSWHSPLDNSESRIQHMLLTEDPQMQPVQTPFGVVTFLQIVGVCTEELHSAQQWNGQGILELLRTVPIAGGPWLITDMRRGETIFEIDPHLQERVDKGIETDGSNLSGVSAKCAWDDLSRPPEDDEDSRSICIGTQPRRL.... Protein 2 (ENSG00000114544) has sequence MDGTETRQRRLDSCGKPGELGLPHPLSTGGLPVASEDGALRAPESQSVTPKPLETEPSRETTWSIGLQVTVPFMFAGLGLSWAGMLLDYFQHWPVFVEVKDLLTLVPPLVGLKGNLEMTLASRLSTAANTGQIDDPQEQHRVISSNLALIQVQATVVGLLAAVAALLLGVVSREEVDVAKVELLCASSVLTAFLAAFALGVLMVCIVIGARKLGVNPDNIATPIAASLGDLITLSILALVSSFFYRHKDSRYLTPLVCLSFAALTPVWVLIAKQSPPIVKILKFGWFPIILAMVISSFGG.... Result: 1 (the proteins interact). (2) Protein 1 (ENSG00000186007) has sequence MVDVKCLSDCKLQNQLEKLGFSPGPILPSTRKLYEKKLVQLLVSPPCAPPVMNGPRELDGAQDSDDSEGGLQEHQAPESHMGLSPKRETTARKTRLSRAGEKKVSQWA*MVDVKCLSDCKLQNQLEKLGFSPGPILPSTRKLYEKKLVQLLVSPPCAPPVMNGPRELDGAQDSDDSEELNIILQGNIILSTEKSKKLKKWPEASTTKRKAVDTYCLDYKPSKGRRWAARAPSTRITYGTITKERDYCAEDQTIESWREEGFPVGLKLAVLGIFIIVVFVYLTVENKSLFG*MVDVKCLSD.... Protein 2 (ENSG00000119328) has sequence MATEPEAAEPVVPSLVDRYFTRWYKPDVKGKFCEDHCILQHSNRICVITLAESHPVLQSGKTIKSISYQISTNCSRLQNKVSGKFKRGAQFLTELAPLCKIYCSDGEEYTVSSCVRGRLMEVNENILHKPSILQEKPSTEGYIAVVLPKFEESKSITEGLLTQKQYEEVMVKRINATTATS*MATEPEAAEPVVPSLVDRYFTRWYKPDVKGKFCEDHCILQHSNRICVITLAESHPVLQSGKTIKSISYQISTNCSRLQNKVSGKFKRRIIYLEKVEDVIKRKMMPLSLGLHLPHS*IL.... Result: 0 (the proteins do not interact). (3) Protein 1 (ENSG00000135824) has sequence MWNTLTRSLSDHPVGKDPQAMRTGQRQNKGMRTRLGCLSHKSDSCSDFTAILPDKPNRALKRLSTEEATRWADSFDVLLSHKYGVAAFRAFLKTEFSEENLEFWLACEEFKKTRSTAKLVSKAHRIFEEFVDVQAPREVNIDFQTREATRKNLQEPSLTCFDQAQGKVHSLMEKDSYPRFLRSKMYLDLLSQSQRRLS*MAALLMPRRNKGMRTRLGCLSHKSDSCSDFTAILPDKPNRALKRLSTEEATRWADSFDVLLSHKYGVAAFRAFLKTEFSEENLEFWLACEEFKKTRSTAKL.... Protein 2 (ENSG00000164188) has sequence MTTIPRKGSSHLPGSLHTCKLKLQEDRRQQEKSVIAQPIFVFEKGEQTFKRPAEDTLYEAAEPECNGFPTKRVRSSSFTFHITDSQSQGVRKNNVFMTSALVQSSVDIKSAEQGPVKHSKHVIRPAILQLPQARSCAKVRKTFGHKALESCKTKEKTNNKISEGNSYLLSENLSRARISVQLSTNQDFLGATSVGCQPNEDKCSFKSCSSNFVFGENMVERVLGTQKLTQPQLENDSYAKEKPFKSIPKFPVNFLSSRTDSIKNTSLIESAAAFSSQPSRKCLLEKIDVITGEETEHNVL.... Result: 0 (the proteins do not interact). (4) Protein 1 (ENSG00000251380) has sequence MHYGAATHIQNSRSHGLETVPGHQRLERGAGGETPEFPGCHSPAPPENFGNELLPLSAPLQGLSEGLYPPGRNKTLPAGVLREGAVQFLHRGLCNSNLSSEASARPSGTQDELHSSRRKTGQTRREGARKHLVCSFRLYPFTVHTVSPGNSHLALYQVFKAVKLCPSETSFFLSRKSLKSSDPWHPPSLSPNSWNRQAGFRAWSSHLISLSLTCSDSQSRRVSSSQQPPLHSLSSHRRAAHVPE*. Protein 2 (ENSG00000184708) has sequence MDRRSMGETESGDAFLDLKKPPASKCPHRYTKEELLDIKELPHSKQRPSCLSEKYDSDGVWDPEKWHASLYPASGRSSPVESLKKELDTDRPSLVRRIVDPRERVKEDDLDVVLSPQRRSFGGGCHVTAAVSSRRSGSPLEKDSDGLRLLGGRRIGSGRIISARTFEKDHRLSDKDLRDLRDRDRERDFKDKRFRREFGDSKRVFGERRRNDSYTEEEPEWFSAGPTSQSETIELTGFDDKILEEDHKGRKRTRRRTASVKEGIVECNGGVAEEDEVEVILAQEPAADQEVPRDAVLPEQ.... Result: 0 (the proteins do not interact). (5) Protein 1 (ENSG00000151692) has sequence MTTTRYRPTWDLALDPLVSCKLCLGEYPVEQMTTIAQCQCIFCTLCLKQYVELLIKEGLETAISCPDAACPKQGHLQENEIECMVAAEIMQRYKKLQFEREVLFDPCRTWCPASTCQAVCQLQDVGLQTPQPVQCKACRMEFCSTCKASWHPGQGCPETMPITFLPGETSAAFKMEEDDAPIKRCPKCKVYIERDEGCAQMMCKNCKHAFCWYCLESLDDDFLLIHYDKGPCRNKLGHSRASVIWHRTQVVGIFAGFGLLLLVASPFLLLATPFVLCCKCKCSKGDDDPLPT*MTTTRYR.... Protein 2 (ENSG00000185651) has sequence MAASRRLMKELEEIRKCGMKNFRNIQVDEANLLTWQGLIVPDNPPYDKGAFRIEINFPAEYPFKPPKITFKTKIYHPNIDEKGQVCLPVISAENWKPATKTDQVIQSLIALVNDPQPEHPLRADLAEEYSKDRKKFCKNAEEFTKKYGEKRPVD*MQVAAGTRGDTRLQEVALLPQLFDLLVLGQRRARLLRQVPSALAGKDLAQLQAGATLAGYRRAHGPEELEEIRKCGMKNFRNIQVDEANLLTWQGLIVPDNPPYDKGAFRIEINFPAEYPFKPPKITFKTKIYHPNIDEKGQVCL.... Result: 1 (the proteins interact). (6) Protein 1 (ENSG00000115507) has sequence MMSYLKQPPYGMNGLGLAGPAMDLLHPSVGYPATPRKQRRERTTFTRSQLDVLEALFAKTRYPDIFMREEVALKINLPESRVQVWFKNRRAKCRQQQQSGSGTKSRPAKKKSSPVRESSGSESSGQFTPPAVSSSASSSSSASSSSANPAAAAAAGLGGNPVAAASSLSTPAASSIWSPASISPGSAPASVSVPEPLAAPSNTSCMQRSVAAGAATAAASYPMSYGQGGSYGQGYPTPSSSYFGGVDCSSYLAPMHSHHHPHQLSPMAPSSMAGHHHHHPHAHHPLSQSSGHHHHHHHHH.... Protein 2 (ENSG00000171700) has sequence MPTPHEAEKQITGPEEADRPPSMSSHDTASPAAPSRNPCCLCWCCCCSCSWNQERRRAWQASRESKLQPLPSCEVCATPSPEEVQSWAQSFDKLMHSPAGRSVFRAFLRTEYSEENMLFWLACEELKAEANQHVVDEKARLIYEDYVSILSPKEVSLDSRVREGINKKMQEPSAHTFDDAQLQIYTLMHRDSYPRFLSSPTYRALLLQGPSQSSSEA*. Result: 1 (the proteins interact). (7) Protein 1 (ENSG00000183475) has sequence MLHHHCRRNPELQEELQIQAAVAAGDVHTVRKMLEQGYSPNGRDANGWTLLHFSAARGKERCVRVFLEHGADPTVKDLIGGFTALHYAAMHGRARIARLMLESEYRSDIINAKSNDGWTPLHVAAHYGRDSFVRLLLEFKAEVDPLSDKGTTPLQLAIIRERSSCVKILLDHNANIDIQNGFLLRYAVIKSNHSYCRMFLQRGADTNLGRLEDGQTPLHLSALRDDVLCARMLYNYGADTNTRNYEGQTPLAVSISISGSSRPCLDFLQEVTRQPRNLQDLCRIKIRQCIGLQNLKLLDE.... Protein 2 (ENSG00000141551) has sequence XLLGPSLEDLFNFCSRKFSLKTVLLLADQMISRIEYIHSKNFIHRDVKPDNFLMGLGKKGNLVYIIDFGLAKKYRDARTHQHIPYRENKNLTGTARYASINTHLGIGAEGCHQETEIRKD*MELRVGNRYRLGRKIGSGSFGDIYLGTDIAAGEEVAIKLECVKTKHPQLHIESKIYKMMQGGVGIPTIRWCGAEGDYNVMVMELLGPSLEDLFNFCSRKFSLKTVLLLADQMISRIEYIHSKNFIHRDVKPDNFLMGLGKKGNLVYIIDFGLAKKYRDARTHQHIPYRENKNLTGTARY.... Result: 0 (the proteins do not interact). (8) Protein 2 (ENSG00000172531) has sequence MSDSEKLNLDSIIGRLLEGSRVLTPHCAPVQGSRPGKNVQLTENEIRGLCLKSREIFLSQPILLELEAPLKICGDIHGQYYDLLRLFEYGGFPPESNYLFLGDYVDRGKQSLETICLLLAYKIKYPENFFLLRGNHECASINRIYGFYDECKRRYNIKLWKTFTDCFNCLPIAAIVDEKIFCCHGGLSPDLQSMEQIRRIMRPTDVPDQGLLCDLLWSDPDKDVQGWGENDRGVSFTFGAEVVAKFLHKHDLDLICRAHQVVEDGYEFFAKRQLVTLFSAPNYCGEFDNAGAMMSVDETL.... Result: 0 (the proteins do not interact). Protein 1 (ENSG00000169727) has sequence MQIDVDPQEDPQNAPDVNYVVENPSLDLEQYAASYSGLMRIERLQFIADHCPTLRVEALKMALSFVQRTFNVDMYEEIHRKLSEATRELQNAPDAIPESGVEPPALDTAWVEATRKKALLKLEKLDTDLKNYKGNSIKESIRRGHDDLGDHYLDCGDLSNALKCYSRARDYCTSAKHVINMCLNVIKVSVYLQNWSHVLSYVSKAESTPEIAEQRGERDSQTQAILTKLKCAAGLAELAARKYKQAAKCLLLASFDHCDFPELLSPSNVAIYGGLCALATFDRQELQRNVISSSSFKLFL.... (9) Protein 1 (ENSG00000268629) has sequence MALRPEDPSSGFRHSNVVAFINEKMARHTKGPEFYLENISLSWEKVEDKLRAILEDSEVPSEVKEACTWGSLALGVRFAHRQAQLQRHRVRWLHGFAKLHKSAAQALASDLKKLREQQETERKEAASRLRMAQTSLVEVQKERDKELVSPHEWEQGAGWPGLATAGGVCTEGAAEEEEEAAVAAAGAAGGKGAEEEQRDVEVVAAPVEAMAPPVEAGAAPMETQFPHVEARAASMETTEKLERILLQLLGDADQEKYTYWGQKEGDLRSVETATSYFSGTTNPWSRASSEPLPVQLPASY.... Protein 2 (ENSG00000204577) has sequence MTPALTALLCLGLSLGPRTRMQAGPFPKPTLWAEPGSVISWGSPVTIWCQGSLEAQEYQLDKEGSPEPWDRNNPLEPKNKARFSIPSMTQHHAGRYRCHYYSSAGWSEPSDPLELVMTGFYNKPTLSALPSPVVASGGNMTLRCGSQKGYHHFVLMKEGEHQLPRTLDSQQLHSGGFQALFPVGPVTPSHRWRFTCYYYYTNTPWVWSHPSDPLEILPSGVSRKPSLLTLQGPVLAPGQSLTLQCGSDVGYDRFVLYKEGERDFLQRPGQQPQAGLSQANFTLGPVSRSYGGQYRCYGAH.... Result: 0 (the proteins do not interact). (10) Protein 1 (ENSG00000127445) has sequence MADEEKLPPGWEKRMSRSSGRVYYFNHITNASQWERPSGNSSSGGKNGQGEPARVRCSHLLVKHSQSRRPSSWRQEKITRTKEEALELINGYIQKIKSGEEDFESLASQFSDCSSAKARGDLGAFSRGQMQKPFEDASFALRTGEMSGPVFTDSGIHIILRTE*XADEEKLPPGWEKRMSRSSGENTKAQGRYITFEPRFRFESRPSVLLQPHH*XQEKITRTKEEALELINGYIQKIKSGEEDFESLASQFSDCSSAKARGDLGAFSRGQMQKPFEDASFALRTGEMSGPVFTDSGIHI.... Protein 2 (ENSG00000173406) has sequence MSTETELQVAVKTSAKKDSRKKGQDRSEATLIKRFKGEGVRYKAKLIGIDEVSAARGDKLCQDSMMKLKGVVAGARSKGEHKQKIFLTISFGGIKIFDEKTGALQHHHAVHEISYIAKDITDHRAFGYVCGKEGNHRFVAIKTAQAAEPVILDLRDLFQLIYELKQREELEKKAQKDKQCEQAVYQVPTSQKKEGVYDVPKSQPMSTETELQVAVKTSAKKDSRKKGQDRSEATLIKRFKGEGVRYKAKLIGIDEVSAARGDKLCQDSMMKLKGVVAGARSKGEHKQKIFLTISFGGIKI.... Result: 1 (the proteins interact).